This data is from Forward reaction prediction with 1.9M reactions from USPTO patents (1976-2016). The task is: Predict the product of the given reaction. (1) The product is: [Br:1][C:2]1[C:3]2[N:4]([N:8]=[C:9]([NH:11][C:13]3[CH:22]=[CH:21][C:16]([C:17]([O:19][CH3:20])=[O:18])=[CH:15][CH:14]=3)[N:10]=2)[CH:5]=[CH:6][CH:7]=1. Given the reactants [Br:1][C:2]1[C:3]2[N:4]([N:8]=[C:9]([NH2:11])[N:10]=2)[CH:5]=[CH:6][CH:7]=1.I[C:13]1[CH:22]=[CH:21][C:16]([C:17]([O:19][CH3:20])=[O:18])=[CH:15][CH:14]=1.C(=O)([O-])[O-].[Cs+].[Cs+].C1(P(C2C=CC=CC=2)C2C3OC4C(=CC=CC=4P(C4C=CC=CC=4)C4C=CC=CC=4)C(C)(C)C=3C=CC=2)C=CC=CC=1, predict the reaction product. (2) Given the reactants CO[C:3](=[O:18])[C:4]([CH3:17])([CH3:16])[C@:5]([NH2:15])([C:7]1[CH:12]=[C:11]([Br:13])[CH:10]=[CH:9][C:8]=1[F:14])[CH3:6].[CH3:19][NH:20][C:21]([NH:23][C:24](=[O:30])[O:25][C:26]([CH3:29])([CH3:28])[CH3:27])=S, predict the reaction product. The product is: [C:26]([O:25][C:24](=[O:30])[NH:23][C:21]1[N:20]([CH3:19])[C:3](=[O:18])[C:4]([CH3:16])([CH3:17])[C@:5]([C:7]2[CH:12]=[C:11]([Br:13])[CH:10]=[CH:9][C:8]=2[F:14])([CH3:6])[N:15]=1)([CH3:29])([CH3:28])[CH3:27]. (3) Given the reactants [CH3:1][O:2][C:3]1[C:11]([CH3:12])=[CH:10][CH:9]=[C:8]2[C:4]=1[CH:5]=[C:6]([C:13]([O:15]C)=O)[NH:7]2.[NH3:17], predict the reaction product. The product is: [CH3:1][O:2][C:3]1[C:11]([CH3:12])=[CH:10][CH:9]=[C:8]2[C:4]=1[CH:5]=[C:6]([C:13]([NH2:17])=[O:15])[NH:7]2. (4) Given the reactants [Br:1][C:2]1[S:3][C:4]([CH:8]=[O:9])=[C:5]([Br:7])[N:6]=1.[CH:10]1([Mg]Cl)[CH2:15][CH2:14][CH2:13][CH2:12][CH2:11]1, predict the reaction product. The product is: [CH:10]1([CH:8]([C:4]2[S:3][C:2]([Br:1])=[N:6][C:5]=2[Br:7])[OH:9])[CH2:15][CH2:14][CH2:13][CH2:12][CH2:11]1. (5) Given the reactants O1C2C(=CC=CC=2)/C(=[N:11]/[OH:12])/CC1.[CH2:13]([CH:15]1[C:23](=O)[C:19]2[CH:20]=[CH:21][O:22][C:18]=2[CH2:17][CH2:16]1)[CH3:14], predict the reaction product. The product is: [CH2:13]([CH:15]1[CH2:16][CH2:17][C:18]2[O:22][CH:21]=[CH:20][C:19]=2/[C:23]/1=[N:11]\[OH:12])[CH3:14]. (6) The product is: [Cl:9][C:10]1[C:15](=[O:16])[N:14]([CH2:17][C:18]2[CH:19]=[CH:20][C:21]([O:24][CH3:25])=[CH:22][CH:23]=2)[CH:13]=[C:12]([N:26]2[C:33](=[O:35])[C:32]3[CH:31]=[CH:30][N:29]([CH:36]([CH3:37])[CH3:38])[C:28]=3[CH:27]2[C:39]2[CH:44]=[CH:43][C:42]([Cl:45])=[CH:41][CH:40]=2)[CH:11]=1. Given the reactants ClC(N(C)C)=C(C)C.[Cl:9][C:10]1[C:15](=[O:16])[N:14]([CH2:17][C:18]2[CH:23]=[CH:22][C:21]([O:24][CH3:25])=[CH:20][CH:19]=2)[CH:13]=[C:12]([NH:26][CH:27]([C:39]2[CH:44]=[CH:43][C:42]([Cl:45])=[CH:41][CH:40]=2)[C:28]2[N:29]([CH:36]([CH3:38])[CH3:37])[CH:30]=[CH:31][C:32]=2[C:33]([OH:35])=O)[CH:11]=1, predict the reaction product. (7) Given the reactants [NH2:1][CH2:2][CH2:3][O:4][CH2:5][CH2:6][NH:7][C:8]1[N:9]=[N+:10]([O-:18])[C:11]2[CH:17]=[CH:16][CH:15]=[CH:14][C:12]=2[N:13]=1.[N-]1C=CN=C1.[CH:24]1[C:37]2[C:28](=[N:29][C:30]3[C:35]([CH:36]=2)=[CH:34][CH:33]=[CH:32][CH:31]=3)[C:27]([C:38](O)=[O:39])=[CH:26][CH:25]=1, predict the reaction product. The product is: [O-:18][N+:10]1[C:11]2[CH:17]=[CH:16][CH:15]=[CH:14][C:12]=2[N:13]=[C:8]([NH:7][CH2:6][CH2:5][O:4][CH2:3][CH2:2][NH:1][C:38]([C:27]2[C:28]3[C:37](=[CH:36][C:35]4[C:30]([N:29]=3)=[CH:31][CH:32]=[CH:33][CH:34]=4)[CH:24]=[CH:25][CH:26]=2)=[O:39])[N:9]=1.